From a dataset of Full USPTO retrosynthesis dataset with 1.9M reactions from patents (1976-2016). Predict the reactants needed to synthesize the given product. Given the product [Br:1][C:2]1[CH:7]=[CH:6][N:5]2[C:13]([C:12]3[CH:16]=[CH:17][CH:18]=[CH:19][C:11]=3[Cl:10])=[N:9][N:8]=[C:4]2[CH:3]=1, predict the reactants needed to synthesize it. The reactants are: [Br:1][C:2]1[CH:7]=[CH:6][N:5]=[C:4]([NH:8][NH2:9])[CH:3]=1.[Cl:10][C:11]1[CH:19]=[CH:18][CH:17]=[CH:16][C:12]=1[C:13](Cl)=O.